Dataset: Reaction yield outcomes from USPTO patents with 853,638 reactions. Task: Predict the reaction yield, written as a fraction of the theoretical maximum amount of product (1.0 means a 100% yield; for example, 0.34 means a 34% yield). (1) The reactants are CC1(C)C(C)(C)OB([C:9]2[CH:18]=[CH:17][C:12]([C:13]([O:15][CH3:16])=[O:14])=[CH:11][CH:10]=2)O1.C([O-])([O-])=O.[Na+].[Na+].Br[C:27]1[CH:32]=[CH:31][CH:30]=[CH:29][N:28]=1. The catalyst is O1CCOCC1.C1C=CC([P]([Pd]([P](C2C=CC=CC=2)(C2C=CC=CC=2)C2C=CC=CC=2)([P](C2C=CC=CC=2)(C2C=CC=CC=2)C2C=CC=CC=2)[P](C2C=CC=CC=2)(C2C=CC=CC=2)C2C=CC=CC=2)(C2C=CC=CC=2)C2C=CC=CC=2)=CC=1. The product is [N:28]1[CH:29]=[CH:30][CH:31]=[CH:32][C:27]=1[C:9]1[CH:10]=[CH:11][C:12]([C:13]([O:15][CH3:16])=[O:14])=[CH:17][CH:18]=1. The yield is 0.860. (2) The reactants are Br[C:2]1[C:12](Br)=[CH:11][C:10]2[C:14]3[C:3]=1[C:4](=[O:16])[C:5](=[O:15])[C:6]=3[CH:7]=[CH:8][CH:9]=2.[C:17]1(B(O)O)[CH:22]=[CH:21][CH:20]=[CH:19][CH:18]=1.C(=O)([O-])[O-].[Na+].[Na+].[C:32]1(C)[CH:37]=[CH:36][CH:35]=[CH:34][CH:33]=1. The catalyst is C(O)C. The product is [C:17]1([C:2]2[C:12]([C:32]3[CH:37]=[CH:36][CH:35]=[CH:34][CH:33]=3)=[CH:11][C:10]3[C:14]4[C:3]=2[C:4](=[O:16])[C:5](=[O:15])[C:6]=4[CH:7]=[CH:8][CH:9]=3)[CH:22]=[CH:21][CH:20]=[CH:19][CH:18]=1. The yield is 0.575. (3) The reactants are [O:1]1[CH2:6][CH2:5][CH:4]([OH:7])[CH2:3][CH2:2]1.[H-].[Na+].[CH2:10](Br)[CH:11]=[CH2:12].C(OCC)(=O)C. The catalyst is CN(C)C=O. The product is [CH2:12]([O:7][CH:4]1[CH2:5][CH2:6][O:1][CH2:2][CH2:3]1)[CH:11]=[CH2:10]. The yield is 0.450. (4) The reactants are Br[C:2]1[CH:3]=[C:4]([C:8]2([NH:11][C:12]3[N:17]=[C:16]([O:18][CH2:19][C:20]([F:23])([F:22])[F:21])[N:15]=[C:14]([NH:24][C:25]4[CH:37]=[CH:36][C:28]([C:29]([O:31][C:32]([CH3:35])([CH3:34])[CH3:33])=[O:30])=[CH:27][CH:26]=4)[N:13]=3)[CH2:10][CH2:9]2)[CH:5]=[CH:6][CH:7]=1.[NH2:38][CH2:39][CH2:40][CH2:41][CH2:42][NH:43][C:44](=[O:50])[O:45][C:46]([CH3:49])([CH3:48])[CH3:47].C(P(C(C)(C)C)C1C=CC=CC=1C1C=CC=CC=1)(C)(C)C.[O-]P([O-])([O-])=O.[K+].[K+].[K+]. The catalyst is COCCOC.C(Cl)Cl.C1C=CC(/C=C/C(/C=C/C2C=CC=CC=2)=O)=CC=1.C1C=CC(/C=C/C(/C=C/C2C=CC=CC=2)=O)=CC=1.C1C=CC(/C=C/C(/C=C/C2C=CC=CC=2)=O)=CC=1.[Pd].[Pd]. The product is [C:46]([O:45][C:44]([NH:43][CH2:42][CH2:41][CH2:40][CH2:39][NH:38][C:2]1[CH:3]=[C:4]([C:8]2([NH:11][C:12]3[N:17]=[C:16]([O:18][CH2:19][C:20]([F:23])([F:22])[F:21])[N:15]=[C:14]([NH:24][C:25]4[CH:37]=[CH:36][C:28]([C:29]([O:31][C:32]([CH3:35])([CH3:34])[CH3:33])=[O:30])=[CH:27][CH:26]=4)[N:13]=3)[CH2:10][CH2:9]2)[CH:5]=[CH:6][CH:7]=1)=[O:50])([CH3:49])([CH3:48])[CH3:47]. The yield is 0.280. (5) The reactants are [F:1][C:2]1[CH:9]=[C:8]([OH:10])[CH:7]=[CH:6][C:3]=1[C:4]#[N:5].C([O-])([O-])=O.[K+].[K+].Br[CH2:18][CH2:19][O:20][CH2:21][C:22]1[CH:27]=[CH:26][CH:25]=[CH:24][CH:23]=1.O. The catalyst is CN(C=O)C. The product is [CH2:21]([O:20][CH2:19][CH2:18][O:10][C:8]1[CH:7]=[CH:6][C:3]([C:4]#[N:5])=[C:2]([F:1])[CH:9]=1)[C:22]1[CH:27]=[CH:26][CH:25]=[CH:24][CH:23]=1. The yield is 0.970. (6) The reactants are Cl[C:2]1[N:7]=[C:6]([C:8]2[S:9][CH:10]=[CH:11][CH:12]=2)[CH:5]=[CH:4][N:3]=1.Cl.[NH2:14][C@H:15]([CH2:26][OH:27])[CH2:16][C:17]1[C:25]2[C:20](=[CH:21][CH:22]=[CH:23][CH:24]=2)[NH:19][CH:18]=1.CCN(C(C)C)C(C)C. The catalyst is CS(C)=O. The product is [NH:19]1[C:20]2[C:25](=[CH:24][CH:23]=[CH:22][CH:21]=2)[C:17]([CH2:16][C@H:15]([NH:14][C:2]2[N:7]=[C:6]([C:8]3[S:9][CH:10]=[CH:11][CH:12]=3)[CH:5]=[CH:4][N:3]=2)[CH2:26][OH:27])=[CH:18]1. The yield is 0.300. (7) The reactants are C(=O)([O-])[O-].[K+].[K+].[F:7][C:8]1[CH:9]=[C:10]2[C:14](=[CH:15][CH:16]=1)[NH:13][CH:12]=[C:11]2[N+:17]([O-:19])=[O:18].Br[CH2:21][CH2:22][CH3:23]. The catalyst is C(#N)C. The product is [F:7][C:8]1[CH:9]=[C:10]2[C:14](=[CH:15][CH:16]=1)[N:13]([CH2:21][CH2:22][CH3:23])[CH:12]=[C:11]2[N+:17]([O-:19])=[O:18]. The yield is 0.420. (8) The reactants are [I:1][C:2]1[CH:3]=[C:4]2[C:9](=[CH:10][CH:11]=1)[O:8][C@@H:7]([C:12]([OH:14])=O)[CH2:6][CH2:5]2.[CH2:15]([NH2:22])[C:16]1[CH:21]=[CH:20][CH:19]=[CH:18][CH:17]=1.ON1C2C=CC=CC=2N=N1.Cl.CN(C)CCCN=C=NCC. The catalyst is CN(C=O)C. The product is [CH2:15]([NH:22][C:12]([C@H:7]1[CH2:6][CH2:5][C:4]2[C:9](=[CH:10][CH:11]=[C:2]([I:1])[CH:3]=2)[O:8]1)=[O:14])[C:16]1[CH:21]=[CH:20][CH:19]=[CH:18][CH:17]=1. The yield is 0.920.